Task: Regression. Given two drug SMILES strings and cell line genomic features, predict the synergy score measuring deviation from expected non-interaction effect.. Dataset: NCI-60 drug combinations with 297,098 pairs across 59 cell lines (1) Drug 1: CN(C)C1=NC(=NC(=N1)N(C)C)N(C)C. Drug 2: C1=CC=C(C=C1)NC(=O)CCCCCCC(=O)NO. Cell line: HS 578T. Synergy scores: CSS=-7.24, Synergy_ZIP=-1.06, Synergy_Bliss=-4.81, Synergy_Loewe=-24.7, Synergy_HSA=-11.6. (2) Drug 1: CC12CCC3C(C1CCC2=O)CC(=C)C4=CC(=O)C=CC34C. Drug 2: CC1=CC2C(CCC3(C2CCC3(C(=O)C)OC(=O)C)C)C4(C1=CC(=O)CC4)C. Cell line: PC-3. Synergy scores: CSS=29.5, Synergy_ZIP=6.76, Synergy_Bliss=2.92, Synergy_Loewe=-22.2, Synergy_HSA=0.394. (3) Drug 1: CC1=C(C=C(C=C1)C(=O)NC2=CC(=CC(=C2)C(F)(F)F)N3C=C(N=C3)C)NC4=NC=CC(=N4)C5=CN=CC=C5. Drug 2: CNC(=O)C1=NC=CC(=C1)OC2=CC=C(C=C2)NC(=O)NC3=CC(=C(C=C3)Cl)C(F)(F)F. Cell line: K-562. Synergy scores: CSS=45.7, Synergy_ZIP=20.3, Synergy_Bliss=27.3, Synergy_Loewe=-1.74, Synergy_HSA=17.8. (4) Drug 1: CNC(=O)C1=CC=CC=C1SC2=CC3=C(C=C2)C(=NN3)C=CC4=CC=CC=N4. Drug 2: CS(=O)(=O)C1=CC(=C(C=C1)C(=O)NC2=CC(=C(C=C2)Cl)C3=CC=CC=N3)Cl. Cell line: MALME-3M. Synergy scores: CSS=4.18, Synergy_ZIP=-0.504, Synergy_Bliss=3.17, Synergy_Loewe=0.150, Synergy_HSA=0.767. (5) Drug 1: CC1=CC2C(CCC3(C2CCC3(C(=O)C)OC(=O)C)C)C4(C1=CC(=O)CC4)C. Drug 2: C1C(C(OC1N2C=C(C(=O)NC2=O)F)CO)O. Cell line: SF-539. Synergy scores: CSS=27.9, Synergy_ZIP=-4.63, Synergy_Bliss=-11.9, Synergy_Loewe=-42.6, Synergy_HSA=-11.9. (6) Synergy scores: CSS=0.628, Synergy_ZIP=4.75, Synergy_Bliss=6.87, Synergy_Loewe=1.19, Synergy_HSA=0.792. Cell line: SK-MEL-2. Drug 2: COC1=C2C(=CC3=C1OC=C3)C=CC(=O)O2. Drug 1: C1CCC(C1)C(CC#N)N2C=C(C=N2)C3=C4C=CNC4=NC=N3.